This data is from Forward reaction prediction with 1.9M reactions from USPTO patents (1976-2016). The task is: Predict the product of the given reaction. (1) Given the reactants [CH2:1]([N:8](C)[CH2:9][CH:10]([OH:21])[CH2:11][NH:12][CH2:13][CH:14]1[CH2:18][O:17][C:16]([CH3:20])([CH3:19])[O:15]1)C1C=CC=CC=1.[H][H].OCC1(OC[C@@H](O)[C@@H](O)[C@H]1O)O, predict the reaction product. The product is: [CH3:19][C:16]1([CH3:20])[O:15][CH:14]([CH2:13][NH:12][CH2:11][CH:10]([OH:21])[CH2:9][NH:8][CH3:1])[CH2:18][O:17]1. (2) Given the reactants [Li+].C[CH:3]([N-:5][CH:6]([CH3:8])[CH3:7])[CH3:4].[CH2:9]1[CH2:13]OC[CH2:10]1.C(#N)C(C)=O, predict the reaction product. The product is: [NH:5]1[C:6]2[C:7](=[CH:10][CH:9]=[CH:13][CH:8]=2)[CH:4]=[CH:3]1. (3) Given the reactants CC(OI1(OC(C)=O)(OC(C)=O)OC(=O)C2C=CC=CC1=2)=O.[C:23]([O:27][C:28](=[O:43])[NH:29][C:30]([C:36]1[CH:41]=[CH:40][CH:39]=[C:38]([Br:42])[CH:37]=1)([CH3:35])[CH:31]([OH:34])[C:32]#[CH:33])([CH3:26])([CH3:25])[CH3:24], predict the reaction product. The product is: [C:23]([O:27][C:28](=[O:43])[NH:29][C:30]([C:36]1[CH:41]=[CH:40][CH:39]=[C:38]([Br:42])[CH:37]=1)([CH3:35])[C:31](=[O:34])[C:32]#[CH:33])([CH3:24])([CH3:25])[CH3:26].